This data is from Full USPTO retrosynthesis dataset with 1.9M reactions from patents (1976-2016). The task is: Predict the reactants needed to synthesize the given product. (1) Given the product [F:1][C:2]1[C:7]2[N:8]=[C:9]([C:11]3[CH:12]=[C:13]([C:19]4[C:20]([N:39]([CH3:44])[S:40]([CH3:43])(=[O:42])=[O:41])=[CH:21][C:22]5[O:26][C:25]([C:27]6[CH:32]=[CH:31][C:30]([F:33])=[CH:29][CH:28]=6)=[C:24]([C:34]([NH:36][CH3:37])=[O:35])[C:23]=5[CH:38]=4)[CH:14]=[C:15]([CH:17]([OH:18])[CH3:45])[CH:16]=3)[O:10][C:6]=2[CH:5]=[CH:4][CH:3]=1, predict the reactants needed to synthesize it. The reactants are: [F:1][C:2]1[C:7]2[N:8]=[C:9]([C:11]3[CH:12]=[C:13]([C:19]4[C:20]([N:39]([CH3:44])[S:40]([CH3:43])(=[O:42])=[O:41])=[CH:21][C:22]5[O:26][C:25]([C:27]6[CH:32]=[CH:31][C:30]([F:33])=[CH:29][CH:28]=6)=[C:24]([C:34]([NH:36][CH3:37])=[O:35])[C:23]=5[CH:38]=4)[CH:14]=[C:15]([CH:17]=[O:18])[CH:16]=3)[O:10][C:6]=2[CH:5]=[CH:4][CH:3]=1.[CH3:45][Mg]Br. (2) Given the product [CH3:1][O:2][C:3]1[CH:4]=[CH:5][C:6]([NH:9][C:10]2[C:22]3[C:21]4[C:16](=[CH:17][CH:18]=[CH:19][CH:20]=4)[NH:15][C:14]=3[N:13]=[C:12]([NH2:23])[N:11]=2)=[CH:7][CH:8]=1, predict the reactants needed to synthesize it. The reactants are: [CH3:1][O:2][C:3]1[CH:8]=[CH:7][C:6]([NH:9][C:10]2[C:22]3[C:21]4[C:16](=[CH:17][CH:18]=[CH:19][CH:20]=4)[NH:15][C:14]=3[N:13]=[C:12]([NH:23]C(=O)C(C)(C)C)[N:11]=2)=[CH:5][CH:4]=1.[OH-].[Na+].C(Cl)(Cl)Cl.CO. (3) Given the product [Br:1][C:2]1[CH:3]=[CH:4][C:5]([N:11]([CH3:12])[CH3:13])=[C:6]([C:8](=[O:10])[CH2:9][C:16](=[O:17])[C:15]([F:22])([F:21])[F:14])[CH:7]=1, predict the reactants needed to synthesize it. The reactants are: [Br:1][C:2]1[CH:3]=[CH:4][C:5]([N:11]([CH3:13])[CH3:12])=[C:6]([C:8](=[O:10])[CH3:9])[CH:7]=1.[F:14][C:15]([F:22])([F:21])[C:16](OCC)=[O:17].C[O-].[Na+]. (4) The reactants are: [NH2:1][C:2]1[CH:3]=[C:4]([NH:22]C(=O)OCC2C=CC=CC=2)[CH:5]=[N:6][C:7]=1[S:8](=[O:21])(=[O:20])[NH:9][C:10]1[CH:11]=[CH:12][C:13]2[CH2:17][O:16][B:15]([OH:18])[C:14]=2[CH:19]=1.[C:33](Cl)(=[O:38])[O:34][CH2:35][CH2:36][F:37]. Given the product [NH2:22][C:4]1[CH:3]=[C:2]([NH:1][C:33](=[O:38])[O:34][CH2:35][CH2:36][F:37])[C:7]([S:8](=[O:21])(=[O:20])[NH:9][C:10]2[CH:11]=[CH:12][C:13]3[CH2:17][O:16][B:15]([OH:18])[C:14]=3[CH:19]=2)=[N:6][CH:5]=1, predict the reactants needed to synthesize it.